Predict the reactants needed to synthesize the given product. From a dataset of Full USPTO retrosynthesis dataset with 1.9M reactions from patents (1976-2016). (1) The reactants are: [C:1](#[N:4])[CH:2]=[CH2:3].[N+](=[CH:7][C:8]([O:10][CH2:11][CH3:12])=[O:9])=[N-]. Given the product [C:1]([C@@H:2]1[CH2:3][C@H:7]1[C:8]([O:10][CH2:11][CH3:12])=[O:9])#[N:4], predict the reactants needed to synthesize it. (2) Given the product [CH3:9][CH2:10][CH2:11][CH2:12][CH2:13][CH2:14][CH2:15][CH2:16][N:17]1[S:22][C:21]([Cl:23])=[C:20]([Cl:24])[C:18]1=[O:19].[CH3:25][CH:26]([O:29][CH2:30][CH:31]([O:33][CH3:34])[CH3:32])[CH2:27][OH:28], predict the reactants needed to synthesize it. The reactants are: CCCCOCCO.[CH3:9][CH2:10][CH2:11][CH2:12][CH2:13][CH2:14][CH2:15][CH2:16][N:17]1[S:22][C:21]([Cl:23])=[C:20]([Cl:24])[C:18]1=[O:19].[CH3:25][CH:26]([O:29][CH2:30][CH:31]([O:33][CH3:34])[CH3:32])[CH2:27][OH:28]. (3) Given the product [NH2:17][C:16]1[N:15]=[CH:14][N:13]=[C:12]2[N:8]([CH2:7][C:6]([O:5][C:1]([CH3:4])([CH3:2])[CH3:3])=[O:20])[N:9]=[C:10]([C:18]3[NH:26][CH2:25][CH2:24][N:19]=3)[C:11]=12, predict the reactants needed to synthesize it. The reactants are: [C:1]([O:5][C:6](=[O:20])[CH2:7][N:8]1[C:12]2=[N:13][CH:14]=[N:15][C:16]([NH2:17])=[C:11]2[C:10]([C:18]#[N:19])=[N:9]1)([CH3:4])([CH3:3])[CH3:2].CCO.[CH2:24](N)[CH2:25][NH2:26]. (4) Given the product [CH:24]([C@H:25]1[CH2:29][CH2:28][S:27](=[O:31])(=[O:30])[N:26]1[CH2:32][CH2:33][CH2:34][C:35]1[S:39][C:38]([C:40]([O:42][CH3:43])=[O:41])=[CH:37][CH:36]=1)=[O:23], predict the reactants needed to synthesize it. The reactants are: CC(OI1(OC(C)=O)(OC(C)=O)OC(=O)C2C1=CC=CC=2)=O.[OH:23][CH2:24][C@H:25]1[CH2:29][CH2:28][S:27](=[O:31])(=[O:30])[N:26]1[CH2:32][CH2:33][CH2:34][C:35]1[S:39][C:38]([C:40]([O:42][CH3:43])=[O:41])=[CH:37][CH:36]=1. (5) The reactants are: [C:1]([O:5][C:6]([NH:8][C@@H:9]([CH2:13][C:14]1[CH:19]=[CH:18][CH:17]=[CH:16][C:15]=1[N+:20]([O-])=O)[C:10](O)=[O:11])=[O:7])([CH3:4])([CH3:3])[CH3:2]. Given the product [C:1]([O:5][C:6](=[O:7])[NH:8][C@H:9]1[CH2:13][C:14]2[C:15](=[CH:16][CH:17]=[CH:18][CH:19]=2)[NH:20][C:10]1=[O:11])([CH3:4])([CH3:3])[CH3:2], predict the reactants needed to synthesize it. (6) Given the product [Cl:27][C:13]1[CH:14]=[C:15]([NH:18][C:19]2[CH:24]=[CH:23][C:22]([F:25])=[CH:21][C:20]=2[F:26])[CH:16]=[CH:17][C:12]=1[C:10]([C:8]1[CH:9]=[C:4]([N:1]2[CH:31]=[C:30]([CH2:29][OH:32])[N:3]=[N:2]2)[CH:5]=[CH:6][C:7]=1[CH3:28])=[O:11], predict the reactants needed to synthesize it. The reactants are: [N:1]([C:4]1[CH:5]=[CH:6][C:7]([CH3:28])=[C:8]([C:10]([C:12]2[CH:17]=[CH:16][C:15]([NH:18][C:19]3[CH:24]=[CH:23][C:22]([F:25])=[CH:21][C:20]=3[F:26])=[CH:14][C:13]=2[Cl:27])=[O:11])[CH:9]=1)=[N+:2]=[N-:3].[CH2:29]([OH:32])[C:30]#[CH:31]. (7) Given the product [CH2:6]([N:20]1[CH2:21][CH2:22][N:17]([C:12]2[CH:13]=[CH:14][CH:15]=[CH:16][N:11]=2)[CH2:18][CH2:19]1)[CH2:7][CH2:8][C:9]#[CH:10], predict the reactants needed to synthesize it. The reactants are: CS(O[CH2:6][CH2:7][CH2:8][C:9]#[CH:10])(=O)=O.[N:11]1[CH:16]=[CH:15][CH:14]=[CH:13][C:12]=1[N:17]1[CH2:22][CH2:21][NH:20][CH2:19][CH2:18]1.C(N(C(C)C)CC)(C)C.